Dataset: Catalyst prediction with 721,799 reactions and 888 catalyst types from USPTO. Task: Predict which catalyst facilitates the given reaction. The catalyst class is: 57. Reactant: Cl[C:2]1[N:3]=[N+:4]([O-:15])[C:5]2[CH:11]=[C:10]3[CH2:12][CH2:13][O:14][C:9]3=[CH:8][C:6]=2[N:7]=1.[CH2:16]([N:18]([CH2:22][CH3:23])[CH2:19][CH2:20][NH2:21])[CH3:17]. Product: [CH2:16]([N:18]([CH2:22][CH3:23])[CH2:19][CH2:20][NH:21][C:2]1[N:3]=[N+:4]([O-:15])[C:5]2[CH:11]=[C:10]3[CH2:12][CH2:13][O:14][C:9]3=[CH:8][C:6]=2[N:7]=1)[CH3:17].